Binary Classification. Given a miRNA mature sequence and a target amino acid sequence, predict their likelihood of interaction. From a dataset of Experimentally validated miRNA-target interactions with 360,000+ pairs, plus equal number of negative samples. (1) The miRNA is mmu-miR-329-3p with sequence AACACACCCAGCUAACCUUUUU. The protein sequence of the target gene is MRSQGTCDNAAAMSGILKRKFEDVDASSPCSSARESDDEVSSSESADSGDSVNPSTSNHFTPSSILKREKRLRTKNVHFSCVTVYYFTRRQGFTSVPSQGGSTLGMSSRHNSVRQYTLGEFAREQERLHREMLREHLREEKLNSLKLKMTKNGTVESEEASTLTVDDISDDDIDLDNTEVDEYFFLQPLPTKKRRALLRASGVKKIDVDEKHELRAIRLSREDCGCDCRVFCDPETCTCSLAGIKCQVDRMSFPCGCTKEGCSNTAGRIEFNPIRVRTHFLHTIMKLELEKNREQQTPTL.... Result: 1 (interaction). (2) The miRNA is hsa-miR-4633-5p with sequence AUAUGCCUGGCUAGCUCCUC. The protein sequence of the target gene is MSRQASKTSGGGSQGFSGRSAVVSGSSRMSCVAHSGGAGGGAYGFRSGAGGFGSRSLYNLGGNKSISISVAAGGSRAGGFGGGRSSCAFAGGYGGGFGSGYGGGFGGGFGGGRGMGGGFGGAGGFGGAGGFGGAGGFGGPGGFGGSGGFGGPGSLGSPGGFGPGGFPGGIQEVTINQSLLQPLNVEIDPQIGQVKAQEREQIKTLNNKFASFIDKVRFLEQQNKVLETKWNLLQQQGTSSISGTNNLEPLFENHINYLRSYLDNILGERGRLDSELKNMEDLVEDFKKKYEDEINKRTAA.... Result: 0 (no interaction). (3) The miRNA is hsa-miR-3977 with sequence GUGCUUCAUCGUAAUUAACCUUA. The protein sequence of the target gene is MADDLKRFLYKKLPSVEGLHAIVVSDRDGVPVIKVANDNAPEHALRPGFLSTFALATDQGSKLGLSKNKSIICYYNTYQVVQFNRLPLVVSFIASSSANTGLIVSLEKELAPLFEELRQVVEVS. Result: 1 (interaction). (4) The miRNA is hsa-miR-5695 with sequence ACUCCAAGAAGAAUCUAGACAG. The protein sequence of the target gene is MASNFKKANMASSSQRKRMSPKPELTEEQKQEIREAFDLFDADGTGTIDVKELKVAMRALGFEPKKEEIKKMISEIDKEGTGKMNFGDFLTVMTQKMSEKDTKEEILKAFKLFDDDETGKISFKNLKRVAKELGENLTDEELQEMIDEADRDGDGEVSEQEFLRIMKKTSLY. Result: 0 (no interaction). (5) The miRNA is hsa-miR-23a-3p with sequence AUCACAUUGCCAGGGAUUUCC. The protein sequence of the target gene is MSSDSEMAIFGEAAPFLRKSEKERIEAQNKPFDAKTSVFVVDPKESYVKAIVQSREGGKVTAKTEAGATVTVKEDQVFSMNPPKYDKIEDMAMMTHLHEPAVLYNLKERYAAWMIYTYSGLFCVTVNPYKWLPVYNPEVVTAYRGKKRQEAPPHIFSISDNAYQFMLTDRENQSILITGESGAGKTVNTKRVIQYFATIAVTGEKKKEEPASGKMQGTLEDQIISANPLLEAFGNAKTVRNDNSSRFGKFIRIHFGATGKLASADIETYLLEKSRVTFQLKAERSYHIFYQILSNKKPEL.... Result: 1 (interaction).